Dataset: Full USPTO retrosynthesis dataset with 1.9M reactions from patents (1976-2016). Task: Predict the reactants needed to synthesize the given product. (1) The reactants are: [C:1]([O:9]CC)(=O)[CH2:2][C:3]([O:5][CH2:6][CH3:7])=[O:4].[H-].[Na+].[H][H].[CH2:16]([N:23]1[C:28]2[CH:29]=[CH:30][C:31]([F:33])=[CH:32][C:27]=2[C:26](=O)[O:25]C1=O)[C:17]1[CH:22]=[CH:21][CH:20]=[CH:19][CH:18]=1.Cl. Given the product [CH2:6]([O:5][C:3]([C:2]1[C:1](=[O:9])[N:23]([CH2:16][C:17]2[CH:18]=[CH:19][CH:20]=[CH:21][CH:22]=2)[C:28]2[C:27]([C:26]=1[OH:25])=[CH:32][C:31]([F:33])=[CH:30][CH:29]=2)=[O:4])[CH3:7], predict the reactants needed to synthesize it. (2) Given the product [CH3:16][N:17]1[C:25]2[C:20](=[CH:21][C:22]([CH2:26][NH:27][C:9](=[O:11])[C:8]3[CH:12]=[CH:13][C:5]([O:4][CH2:3][C:2]([F:1])([F:15])[F:14])=[N:6][CH:7]=3)=[CH:23][CH:24]=2)[CH:19]=[CH:18]1, predict the reactants needed to synthesize it. The reactants are: [F:1][C:2]([F:15])([F:14])[CH2:3][O:4][C:5]1[CH:13]=[CH:12][C:8]([C:9]([OH:11])=O)=[CH:7][N:6]=1.[CH3:16][N:17]1[C:25]2[C:20](=[CH:21][C:22]([CH2:26][NH2:27])=[CH:23][CH:24]=2)[CH:19]=[CH:18]1.N. (3) Given the product [NH2:16][C:17]1[N:22]=[C:21]([N:11]2[C@@H:10]([CH3:15])[CH2:9][N:8]([CH2:1][C:2]3[CH:3]=[CH:4][CH:5]=[CH:6][CH:7]=3)[CH2:13][C@@H:12]2[CH3:14])[C:20]([CH:24]=[O:25])=[C:19]([Cl:26])[N:18]=1, predict the reactants needed to synthesize it. The reactants are: [CH2:1]([N:8]1[CH2:13][C@H:12]([CH3:14])[NH:11][C@@H:10]([CH3:15])[CH2:9]1)[C:2]1[CH:7]=[CH:6][CH:5]=[CH:4][CH:3]=1.[NH2:16][C:17]1[N:22]=[C:21](Cl)[C:20]([CH:24]=[O:25])=[C:19]([Cl:26])[N:18]=1.CCN(C(C)C)C(C)C. (4) Given the product [O:1]1[C:6]2[CH:7]=[CH:8][C:9]([C:11]3[C:12]([C:19]4[CH:23]=[CH:22][S:21][CH:20]=4)=[N:13][N:14]([CH3:18])[C:15]=3[CH:16]([OH:17])[C:35]([O:33][CH3:31])=[O:36])=[CH:10][C:5]=2[CH2:4][CH2:3][CH2:2]1, predict the reactants needed to synthesize it. The reactants are: [O:1]1[C:6]2[CH:7]=[CH:8][C:9]([C:11]3[C:12]([C:19]4[CH:23]=[CH:22][S:21][CH:20]=4)=[N:13][N:14]([CH3:18])[C:15]=3[CH:16]=[O:17])=[CH:10][C:5]=2[CH2:4][CH2:3][CH2:2]1.C[Si](C#N)(C)C.[Na].[C:31](Cl)(=[O:33])C.[CH3:35][OH:36].